From a dataset of Full USPTO retrosynthesis dataset with 1.9M reactions from patents (1976-2016). Predict the reactants needed to synthesize the given product. (1) Given the product [CH3:9][O:10][C:11]1[CH:16]=[CH:15][C:14]([CH2:17][N:18]([CH3:19])[C:2]2[CH:7]=[CH:6][CH:5]=[C:4]([F:8])[N:3]=2)=[CH:13][CH:12]=1, predict the reactants needed to synthesize it. The reactants are: F[C:2]1[CH:7]=[CH:6][CH:5]=[C:4]([F:8])[N:3]=1.[CH3:9][O:10][C:11]1[CH:16]=[CH:15][C:14]([CH2:17][NH:18][CH3:19])=[CH:13][CH:12]=1. (2) Given the product [CH3:1][O:2][C:3]([NH:5][C@@H:6]([CH:64]([CH3:66])[CH3:65])[C:7]([N:9]1[CH2:13][CH2:12][CH2:11][C@H:10]1[C:14]1[NH:15][C:16]([C:19]2[CH:20]=[CH:21][C:22]([CH:25]([C:54]3[CH:55]=[CH:56][C:57]([C:60]([F:61])([F:63])[F:62])=[CH:58][CH:59]=3)[CH2:26][C:27]3[CH:28]=[CH:29][C:30]([C:33]4[NH:37][C:36]([C@@H:38]5[CH2:42][CH2:41][CH2:40][N:39]5[C:43](=[O:53])[C@@H:44]([NH:48][C:49](=[O:52])[O:50][CH3:51])[CH:45]([CH3:47])[CH3:46])=[N:35][CH:34]=4)=[CH:31][CH:32]=3)=[CH:23][CH:24]=2)=[CH:17][N:18]=1)=[O:8])=[O:4], predict the reactants needed to synthesize it. The reactants are: [CH3:1][O:2][C:3]([NH:5][C@@H:6]([CH:64]([CH3:66])[CH3:65])[C:7]([N:9]1[CH2:13][CH2:12][CH2:11][C@H:10]1[C:14]1[NH:15][C:16]([C:19]2[CH:24]=[CH:23][C:22]([C:25]([C:54]3[CH:59]=[CH:58][C:57]([C:60]([F:63])([F:62])[F:61])=[CH:56][CH:55]=3)=[CH:26][C:27]3[CH:32]=[CH:31][C:30]([C:33]4[NH:37][C:36]([C@@H:38]5[CH2:42][CH2:41][CH2:40][N:39]5[C:43](=[O:53])[C@@H:44]([NH:48][C:49](=[O:52])[O:50][CH3:51])[CH:45]([CH3:47])[CH3:46])=[N:35][CH:34]=4)=[CH:29][CH:28]=3)=[CH:21][CH:20]=2)=[CH:17][N:18]=1)=[O:8])=[O:4]. (3) Given the product [OH:47][C:45]1[C:44]2[C:39](=[C:40]([OH:61])[C:41]([C:55]3[CH:60]=[CH:59][CH:58]=[CH:57][CH:56]=3)=[CH:42][CH:43]=2)[N:38]=[C:37]([C:35]([OH:36])=[O:34])[CH:46]=1, predict the reactants needed to synthesize it. The reactants are: COC(=O)C(NC1C=C(Cl)C=C(Cl)C=1OCC1C=CC=CC=1)=CC([O-])=O.C([O:34][C:35]([C:37]1[CH:46]=[C:45]([O:47]CC2C=CC=CC=2)[C:44]2[C:39](=[C:40]([O:61]CC3C=CC=CC=3)[C:41]([C:55]3[CH:60]=[CH:59][CH:58]=[CH:57][CH:56]=3)=[CH:42][CH:43]=2)[N:38]=1)=[O:36])C1C=CC=CC=1. (4) The reactants are: Br[CH2:2][CH:3]1[O:7][C:6](=[O:8])[N:5]([C:9]2[CH:14]=[CH:13][CH:12]=[CH:11][CH:10]=2)[CH2:4]1.C(=O)([O-])[O-].[Cs+].[Cs+].[CH3:21][NH:22][CH2:23][C:24]1[CH:29]=[CH:28][C:27]([C:30]([CH3:33])([CH3:32])[CH3:31])=[CH:26][CH:25]=1. Given the product [C:30]([C:27]1[CH:26]=[CH:25][C:24]([CH2:23][N:22]([CH2:2][CH:3]2[O:7][C:6](=[O:8])[N:5]([C:9]3[CH:14]=[CH:13][CH:12]=[CH:11][CH:10]=3)[CH2:4]2)[CH3:21])=[CH:29][CH:28]=1)([CH3:33])([CH3:31])[CH3:32], predict the reactants needed to synthesize it. (5) Given the product [ClH:1].[NH:9]1[CH2:12][CH:11]([C:13]2[C:18]([C:19]3[CH:24]=[CH:23][C:22]([O:25][CH3:26])=[CH:21][CH:20]=3)=[N:17][CH:16]=[CH:15][N:14]=2)[CH2:10]1, predict the reactants needed to synthesize it. The reactants are: [ClH:1].C(OC([N:9]1[CH2:12][CH:11]([C:13]2[C:18]([C:19]3[CH:24]=[CH:23][C:22]([O:25][CH3:26])=[CH:21][CH:20]=3)=[N:17][CH:16]=[CH:15][N:14]=2)[CH2:10]1)=O)(C)(C)C. (6) Given the product [C:15]([O:19][C:20]([N:22]1[CH2:26][CH2:25][CH2:24][C:23]1([CH:30]([C:2]1[CH:7]=[CH:6][C:5]([Cl:8])=[C:4]([Cl:9])[N:3]=1)[OH:31])[CH2:27][CH2:28][CH3:29])=[O:21])([CH3:17])([CH3:18])[CH3:16], predict the reactants needed to synthesize it. The reactants are: Br[C:2]1[CH:7]=[CH:6][C:5]([Cl:8])=[C:4]([Cl:9])[N:3]=1.C([Mg]Cl)(C)C.[C:15]([O:19][C:20]([N:22]1[CH2:26][CH2:25][CH2:24][C:23]1([CH:30]=[O:31])[CH2:27][CH2:28][CH3:29])=[O:21])([CH3:18])([CH3:17])[CH3:16]. (7) Given the product [C:1]([NH:9][CH:10]([CH2:15][C:16]1[CH:21]=[CH:20][CH:19]=[C:18]([C:22]#[N:23])[CH:17]=1)[C:11]([O:13][CH3:14])=[O:12])(=[O:8])[C:2]1[CH:7]=[CH:6][CH:5]=[CH:4][CH:3]=1, predict the reactants needed to synthesize it. The reactants are: [C:1]([NH:9][C:10](=[CH:15][C:16]1[CH:21]=[CH:20][CH:19]=[C:18]([C:22]#[N:23])[CH:17]=1)[C:11]([O:13][CH3:14])=[O:12])(=[O:8])[C:2]1[CH:7]=[CH:6][CH:5]=[CH:4][CH:3]=1. (8) The reactants are: FC(F)(S(O[C:17]1[CH:31]=[C:20]2[CH2:21][CH2:22][CH:23]=[C:24]([C:25]3[CH:30]=[CH:29][CH:28]=[CH:27][CH:26]=3)[N:19]2[N:18]=1)(=O)=O)C(F)(F)C(F)(F)C(F)(F)F.[Cl:33][C:34]1[N:35]=[CH:36][N:37]([C:39]2[CH:45]=[CH:44][C:42]([NH2:43])=[CH:41][C:40]=2[O:46][CH3:47])[CH:38]=1.CC1(C)C2C=CC=C(P(C3C=CC=CC=3)C3C=CC=CC=3)C=2OC2C1=CC=CC=2P(C1C=CC=CC=1)C1C=CC=CC=1.CN1CCCN2CCCN=C12. Given the product [Cl:33][C:34]1[N:35]=[CH:36][N:37]([C:39]2[CH:45]=[CH:44][C:42]([NH:43][C:17]3[CH:31]=[C:20]4[CH2:21][CH2:22][CH:23]=[C:24]([C:25]5[CH:26]=[CH:27][CH:28]=[CH:29][CH:30]=5)[N:19]4[N:18]=3)=[CH:41][C:40]=2[O:46][CH3:47])[CH:38]=1, predict the reactants needed to synthesize it. (9) Given the product [F:1][C:2]1[CH:3]=[C:4]([N+:19]([O-:21])=[O:20])[C:5]([NH:9][C@H:10]([C:12]2[CH:17]=[CH:16][C:15]([F:18])=[CH:14][N:13]=2)[CH2:11][OH:31])=[N:6][C:7]=1[F:8], predict the reactants needed to synthesize it. The reactants are: [F:1][C:2]1[CH:3]=[C:4]([N+:19]([O-:21])=[O:20])[C:5]([NH:9][C@H:10]([C:12]2[CH:17]=[CH:16][C:15]([F:18])=[CH:14][N:13]=2)[CH3:11])=[N:6][C:7]=1[F:8].FC1C(F)=CC([N+]([O-])=[O:31])=C(F)N=1.Cl.N[C@H](C1C=CC(F)=CN=1)CO. (10) Given the product [CH3:1][C:2]1([CH3:22])[C:7]2[CH:8]=[C:9]([C:12]3[N:16]([CH2:17][CH3:18])[C:15]([C:19]#[N:20])=[CH:14][CH:13]=3)[CH:10]=[CH:11][C:6]=2[NH:5][C:4](=[S:32])[O:3]1, predict the reactants needed to synthesize it. The reactants are: [CH3:1][C:2]1([CH3:22])[C:7]2[CH:8]=[C:9]([C:12]3[N:16]([CH2:17][CH3:18])[C:15]([C:19]#[N:20])=[CH:14][CH:13]=3)[CH:10]=[CH:11][C:6]=2[NH:5][C:4](=O)[O:3]1.COC1C=CC(P2(SP(C3C=CC(OC)=CC=3)(=S)S2)=[S:32])=CC=1.